From a dataset of Forward reaction prediction with 1.9M reactions from USPTO patents (1976-2016). Predict the product of the given reaction. (1) Given the reactants [C:1]([N:4]([CH2:24][C@@H:25]1[O:29][C:28](=[O:30])[N:27]([C:31]2[CH:36]=[CH:35][C:34]([CH:37]3[CH2:42][CH2:41][S:40](=[O:44])(=[O:43])[CH2:39][CH2:38]3)=[C:33]([F:45])[CH:32]=2)[CH2:26]1)[C:5]([O:7][CH2:8][O:9][C:10](=[O:23])[C@H:11]([NH:15]C(OC(C)(C)C)=O)[CH:12]([CH3:14])[CH3:13])=[O:6])(=[O:3])[CH3:2].C1(OC)C=CC=CC=1.C1COCC1.[ClH:59], predict the reaction product. The product is: [ClH:59].[C:1]([N:4]([CH2:24][C@@H:25]1[O:29][C:28](=[O:30])[N:27]([C:31]2[CH:36]=[CH:35][C:34]([CH:37]3[CH2:42][CH2:41][S:40](=[O:43])(=[O:44])[CH2:39][CH2:38]3)=[C:33]([F:45])[CH:32]=2)[CH2:26]1)[C:5]([O:7][CH2:8][O:9][C:10](=[O:23])[C@H:11]([NH2:15])[CH:12]([CH3:13])[CH3:14])=[O:6])(=[O:3])[CH3:2]. (2) Given the reactants [C:1]([Si:5]([CH3:24])([CH3:23])[O:6][C@@H:7]1[CH2:11][CH2:10][C@H:9]([N:12]2C(=O)C3C(=CC=CC=3)C2=O)[CH2:8]1)([CH3:4])([CH3:3])[CH3:2].NN, predict the reaction product. The product is: [C:1]([Si:5]([CH3:24])([CH3:23])[O:6][C@@H:7]1[CH2:11][CH2:10][C@H:9]([NH2:12])[CH2:8]1)([CH3:4])([CH3:3])[CH3:2]. (3) Given the reactants FC(F)(F)S(O[C:7]1[C:11]2[CH:12]=[N:13][CH:14]=[CH:15][C:10]=2[O:9][C:8]=1[C:16]([O:18][CH2:19][CH3:20])=[O:17])(=O)=O.[F:23][C:24]1[CH:29]=[C:28]([Si:30]([CH3:33])([CH3:32])[CH3:31])[CH:27]=[CH:26][C:25]=1[NH2:34].[O-]P([O-])([O-])=O.[K+].[K+].[K+], predict the reaction product. The product is: [CH3:31][Si:30]([CH3:33])([CH3:32])[C:28]1[CH:27]=[CH:26][C:25]([NH:34][C:7]2[C:11]3[CH:12]=[N:13][CH:14]=[CH:15][C:10]=3[O:9][C:8]=2[C:16]([O:18][CH2:19][CH3:20])=[O:17])=[C:24]([F:23])[CH:29]=1. (4) Given the reactants [C:1](=[O:4])([OH:3])[O-:2].[Na+:5], predict the reaction product. The product is: [C:1](=[O:2])([OH:4])[O-:3].[Na+:5].[C:1](=[O:2])([OH:4])[OH:3].[Na+:5].[C:1](=[O:2])([O-:4])[O-:3].[C:1](=[O:2])([OH:4])[OH:3].[Na+:5]. (5) Given the reactants [NH2:1][C:2]1[N:7]=[C:6](S(C)=O)[C:5]([C:11]2[CH:12]=[CH:13][C:14](=[O:20])[N:15]([CH:17]([CH3:19])[CH3:18])[N:16]=2)=[C:4]([C:21]2[CH:26]=[CH:25][CH:24]=[CH:23][CH:22]=2)[N:3]=1.[NH:27]1[CH:31]=[N:30][CH:29]=[N:28]1, predict the reaction product. The product is: [NH2:1][C:2]1[N:3]=[C:4]([C:21]2[CH:26]=[CH:25][CH:24]=[CH:23][CH:22]=2)[C:5]([C:11]2[CH:12]=[CH:13][C:14](=[O:20])[N:15]([CH:17]([CH3:19])[CH3:18])[N:16]=2)=[C:6]([N:27]2[CH:31]=[N:30][CH:29]=[N:28]2)[N:7]=1.